Dataset: Choline transporter screen with 302,306 compounds. Task: Binary Classification. Given a drug SMILES string, predict its activity (active/inactive) in a high-throughput screening assay against a specified biological target. (1) The molecule is S1(=O)(=O)CC2SC(=NC2C1)Nc1cc(C(=O)N2CCN(CC2)C(OCC)=O)ccc1. The result is 0 (inactive). (2) The drug is Clc1sc(c2nc(sc2)NC(=O)c2sccc2)cc1. The result is 0 (inactive). (3) The molecule is S(=O)(=O)(N1C(CCC1)CNC(=O)C(=O)NCc1occc1)c1ccc(OC)cc1. The result is 0 (inactive). (4) The drug is S(=O)(=O)(N1CCC(CC1)C(=O)Nc1ccc(S(=O)(=O)N2CCOCC2)cc1)c1ccc(F)cc1. The result is 0 (inactive). (5) The compound is O(C(=O)c1c2n(CCC2)c(c1C(OC)=O)c1ccc(OC)cc1)C. The result is 0 (inactive). (6) The drug is S1(=O)(=O)N=C(N\N=C\C=C/c2ccccc2)c2c1cccc2. The result is 0 (inactive).